Dataset: Full USPTO retrosynthesis dataset with 1.9M reactions from patents (1976-2016). Task: Predict the reactants needed to synthesize the given product. (1) Given the product [O:2]1[C:6]2[CH:7]=[CH:8][C:9]([C:11]3[S:19][C:18]4[C:17](=[O:20])[N:16]([CH:21]5[CH2:22][CH2:23][N:24]([C:55]([C:54]6[CH:58]=[CH:59][C:51]([C:45]7[C:46]8[CH:47]=[C:48]([O:49][CH3:50])[C:39]([O:38][CH2:36][CH3:37])=[CH:40][C:41]=8[C@H:42]8[CH2:63][S:62][CH2:61][CH2:60][C@H:43]8[N:44]=7)=[CH:52][CH:53]=6)=[O:56])[CH2:25][CH2:26]5)[C:15](=[O:27])[N:14]([CH2:28][C:29]5[N:30]=[N:31][N:32]([CH2:34][CH3:35])[N:33]=5)[C:13]=4[CH:12]=3)=[CH:10][C:5]=2[O:4][CH2:3]1, predict the reactants needed to synthesize it. The reactants are: Cl.[O:2]1[C:6]2[CH:7]=[CH:8][C:9]([C:11]3[S:19][C:18]4[C:17](=[O:20])[N:16]([CH:21]5[CH2:26][CH2:25][NH:24][CH2:23][CH2:22]5)[C:15](=[O:27])[N:14]([CH2:28][C:29]5[N:30]=[N:31][N:32]([CH2:34][CH3:35])[N:33]=5)[C:13]=4[CH:12]=3)=[CH:10][C:5]=2[O:4][CH2:3]1.[CH2:36]([O:38][C:39]1[C:48]([O:49][CH3:50])=[CH:47][C:46]2[C:45]([C:51]3[CH:59]=[CH:58][C:54]([C:55](O)=[O:56])=[CH:53][CH:52]=3)=[N:44][C@@H:43]3[CH2:60][CH2:61][S:62][CH2:63][C@@H:42]3[C:41]=2[CH:40]=1)[CH3:37].CN(C(ON1N=NC2C=CC=CC1=2)=[N+](C)C)C.F[P-](F)(F)(F)(F)F.CCN(C(C)C)C(C)C. (2) The reactants are: Cl[C:2]1[CH:3]=[C:4]([C:9]2[N:13]3[C:14]4[N:22]=[C:21]([O:23][CH3:24])[CH:20]=[CH:19][C:15]=4[N:16]=[C:17]([CH3:18])[C:12]3=[C:11]([CH3:25])[N:10]=2)[CH:5]=[C:6](Cl)C=1.CC1(B(O)O)C=C(C)[O:29][NH:28]1.C([O-])([O-])=O.[K+].[K+]. Given the product [CH3:6][C:5]1[C:4]([C:9]2[N:13]3[C:14]4[N:22]=[C:21]([O:23][CH3:24])[CH:20]=[CH:19][C:15]=4[N:16]=[C:17]([CH3:18])[C:12]3=[C:11]([CH3:25])[N:10]=2)=[C:3]([CH3:2])[O:29][N:28]=1, predict the reactants needed to synthesize it. (3) Given the product [OH:12][C:8]1([CH3:2])[CH2:7][C:6]([CH3:13])([CH3:14])[C:5]([C:15]([O:17][CH3:18])=[O:16])=[C:4]([CH3:3])[C:9]1([CH3:10])[CH3:11], predict the reactants needed to synthesize it. The reactants are: [Li][CH3:2].[CH3:3][C:4]1[C:9]([CH3:11])([CH3:10])[C:8](=[O:12])[CH2:7][C:6]([CH3:14])([CH3:13])[C:5]=1[C:15]([O:17][CH3:18])=[O:16]. (4) Given the product [CH3:3][O:4][CH2:5][O:6][C:7]1[CH:8]=[C:9]([CH:19]=[C:20]([O:22][CH2:23][O:24][CH3:25])[C:21]=1[CH2:44]/[CH:40]=[CH:41]/[C:30]1[CH:29]=[CH:38][CH:37]=[CH:36][CH:35]=1)[CH2:10][O:11][Si:12]([C:15]([CH3:18])([CH3:17])[CH3:16])([CH3:14])[CH3:13], predict the reactants needed to synthesize it. The reactants are: [H-].[Na+].[CH3:3][O:4][CH2:5][O:6][C:7]1[CH:8]=[C:9]([CH:19]=[C:20]([O:22][CH2:23][O:24][CH3:25])[CH:21]=1)[CH2:10][O:11][Si:12]([C:15]([CH3:18])([CH3:17])[CH3:16])([CH3:14])[CH3:13].CN([CH2:29][CH2:30]N(C)C)C.[Li][CH2:35][CH2:36][CH2:37][CH3:38].[Br-].[CH2:40]1[CH2:44]OC[CH2:41]1. (5) Given the product [F:1][C:2]1[C:10]2[C:6](=[CH:7][N:8]([CH2:12][C:13]([O:15][CH2:16][CH3:17])=[O:14])[N:9]=2)[CH:5]=[CH:4][CH:3]=1, predict the reactants needed to synthesize it. The reactants are: [F:1][C:2]1[CH:3]=[CH:4][CH:5]=[C:6]2[C:10]=1[NH:9][N:8]=[CH:7]2.Br[CH2:12][C:13]([O:15][CH2:16][CH3:17])=[O:14]. (6) Given the product [C:18]([CH:22]1[CH2:27][CH2:26][N:25]([C:3]2[N:4]=[C:5]([CH2:12][C:13]3[CH:17]=[CH:16][S:15][CH:14]=3)[NH:6][C:7](=[O:11])[C:8]=2[C:9]#[N:10])[CH2:24][CH2:23]1)([CH3:21])([CH3:20])[CH3:19], predict the reactants needed to synthesize it. The reactants are: CS[C:3]1[N:4]=[C:5]([CH2:12][C:13]2[CH:17]=[CH:16][S:15][CH:14]=2)[NH:6][C:7](=[O:11])[C:8]=1[C:9]#[N:10].[C:18]([CH:22]1[CH2:27][CH2:26][NH:25][CH2:24][CH2:23]1)([CH3:21])([CH3:20])[CH3:19]. (7) Given the product [F:1][C:2]1[CH:3]=[CH:4][C:5]([N:8]2[C:16]3[CH:15]=[C:14]4[CH2:17][CH2:18][C@H:19]5[C:24]([C@@:13]4([CH3:29])[CH2:12][C:11]=3[CH:10]=[N:9]2)=[CH:23][CH2:22][CH2:21][CH:20]5[CH:25]=[O:26])=[CH:6][CH:7]=1, predict the reactants needed to synthesize it. The reactants are: [F:1][C:2]1[CH:7]=[CH:6][C:5]([N:8]2[C:16]3[CH:15]=[C:14]4[CH2:17][CH2:18][C@H:19]5[C:24]([C@@:13]4([CH3:29])[CH2:12][C:11]=3[CH:10]=[N:9]2)=[CH:23][CH2:22][CH2:21][C@H:20]5[C:25](OC)=[O:26])=[CH:4][CH:3]=1.FC1C=CC(N2C3C=C4CC[C@H]5C([C@@]4(C)CC=3C=N2)=CCC[C@@H]5C(OC)=O)=CC=1.[H-].[H-].[H-].[H-].[Li+].[Al+3].